From a dataset of Peptide-MHC class II binding affinity with 134,281 pairs from IEDB. Regression. Given a peptide amino acid sequence and an MHC pseudo amino acid sequence, predict their binding affinity value. This is MHC class II binding data. (1) The peptide sequence is YMKFLANVSTVLTGK. The MHC is DRB1_0802 with pseudo-sequence DRB1_0802. The binding affinity (normalized) is 0.734. (2) The peptide sequence is GVTVKDVTITAPGDS. The MHC is HLA-DPA10103-DPB10401 with pseudo-sequence HLA-DPA10103-DPB10401. The binding affinity (normalized) is 0.0259.